Predict the reaction yield, written as a fraction of the theoretical maximum amount of product (1.0 means a 100% yield; for example, 0.34 means a 34% yield). From a dataset of Reaction yield outcomes from USPTO patents with 853,638 reactions. (1) The catalyst is C(O)C.[OH-].[K+].O. The reactants are [OH:1][C@@H:2]([CH2:18][N:19]([C:24]1[CH:29]=[CH:28][C:27]([O:30][C:31]2[CH:36]=[CH:35][C:34]([C:37]([O:39]CC)=[O:38])=[CH:33][C:32]=2[I:42])=[CH:26][CH:25]=1)[CH2:20][CH:21]([CH3:23])[CH3:22])[CH2:3][O:4][C:5]1[C:17]2[C:16]3[C:11](=[CH:12][CH:13]=[CH:14][CH:15]=3)[NH:10][C:9]=2[CH:8]=[CH:7][CH:6]=1. The yield is 1.00. The product is [OH:1][C@@H:2]([CH2:18][N:19]([C:24]1[CH:29]=[CH:28][C:27]([O:30][C:31]2[CH:36]=[CH:35][C:34]([C:37]([OH:39])=[O:38])=[CH:33][C:32]=2[I:42])=[CH:26][CH:25]=1)[CH2:20][CH:21]([CH3:23])[CH3:22])[CH2:3][O:4][C:5]1[C:17]2[C:16]3[C:11](=[CH:12][CH:13]=[CH:14][CH:15]=3)[NH:10][C:9]=2[CH:8]=[CH:7][CH:6]=1. (2) The reactants are [C:1]1([O:7][P:8]([O:17][C@@H:18]2[C@@H:30]([CH2:31][O:32][C:33]([O:35][C:36]([CH3:42])([CH3:41])[C:37]([Cl:40])([Cl:39])[Cl:38])=[O:34])[O:29][C@@H:21](OCC[Si](C)(C)C)[C@H:20]([NH:43][C:44]([O:46][CH2:47][C:48]([Cl:51])([Cl:50])[Cl:49])=[O:45])[C@H:19]2[O:52][C:53](=[O:83])[CH2:54][C@H:55]([O:67][C:68](=[O:82])[CH2:69][CH2:70][CH2:71][CH2:72][CH2:73][CH2:74][CH2:75][CH2:76][CH2:77][CH2:78][CH2:79][CH2:80][CH3:81])[CH2:56][CH2:57][CH2:58][CH2:59][CH2:60][CH2:61][CH2:62][CH2:63][CH2:64][CH2:65][CH3:66])([O:10][C:11]2[CH:16]=[CH:15][CH:14]=[CH:13][CH:12]=2)=[O:9])[CH:6]=[CH:5][CH:4]=[CH:3][CH:2]=1.COC(Cl)[Cl:87]. The catalyst is C(Cl)(Cl)Cl.CCOC(C)=O.[Cl-].[Cl-].[Zn+2]. The product is [C:1]1([O:7][P:8]([O:17][C@@H:18]2[C@@H:30]([CH2:31][O:32][C:33]([O:35][C:36]([CH3:41])([CH3:42])[C:37]([Cl:38])([Cl:40])[Cl:39])=[O:34])[O:29][C@H:21]([Cl:87])[C@H:20]([NH:43][C:44]([O:46][CH2:47][C:48]([Cl:50])([Cl:49])[Cl:51])=[O:45])[C@H:19]2[O:52][C:53](=[O:83])[CH2:54][C@H:55]([O:67][C:68](=[O:82])[CH2:69][CH2:70][CH2:71][CH2:72][CH2:73][CH2:74][CH2:75][CH2:76][CH2:77][CH2:78][CH2:79][CH2:80][CH3:81])[CH2:56][CH2:57][CH2:58][CH2:59][CH2:60][CH2:61][CH2:62][CH2:63][CH2:64][CH2:65][CH3:66])([O:10][C:11]2[CH:16]=[CH:15][CH:14]=[CH:13][CH:12]=2)=[O:9])[CH:2]=[CH:3][CH:4]=[CH:5][CH:6]=1. The yield is 0.880. (3) The reactants are [H-].[H-].[H-].[H-].[Li+].[Al+3].[OH:7][C@@H:8]([CH2:14][CH2:15][CH2:16][CH3:17])[CH2:9][C:10](OC)=[O:11].O.[OH-].[Na+]. The catalyst is C1COCC1. The product is [CH2:10]([OH:11])[CH2:9][C@@H:8]([OH:7])[CH2:14][CH2:15][CH2:16][CH3:17]. The yield is 0.800. (4) The reactants are [CH3:1][N:2]1[CH2:7][CH2:6][N:5]([C:8]2[C:16]3[C:11](=[CH:12][C:13]([C:17]([O-:19])=O)=[CH:14][CH:15]=3)[NH:10][N:9]=2)[CH2:4][CH2:3]1.[Li+].C(Cl)CCl.C1C=CC2N(O)N=NC=2C=1.CCN(CC)CC.[CH3:42][O:43][C:44]1[CH:51]=[CH:50][C:47]([CH2:48][NH2:49])=[CH:46][CH:45]=1. The catalyst is CN(C=O)C.C(OCC)(=O)C. The product is [CH3:42][O:43][C:44]1[CH:51]=[CH:50][C:47]([CH2:48][NH:49][C:17]([C:13]2[CH:12]=[C:11]3[C:16]([C:8]([N:5]4[CH2:4][CH2:3][N:2]([CH3:1])[CH2:7][CH2:6]4)=[N:9][NH:10]3)=[CH:15][CH:14]=2)=[O:19])=[CH:46][CH:45]=1. The yield is 0.280.